From a dataset of Peptide-MHC class II binding affinity with 134,281 pairs from IEDB. Regression. Given a peptide amino acid sequence and an MHC pseudo amino acid sequence, predict their binding affinity value. This is MHC class II binding data. (1) The MHC is HLA-DPA10103-DPB10301 with pseudo-sequence HLA-DPA10103-DPB10301. The binding affinity (normalized) is 0.482. The peptide sequence is MSQIMYNYPAMMAHA. (2) The peptide sequence is LKLTSGKIASCLNDN. The MHC is HLA-DQA10101-DQB10501 with pseudo-sequence HLA-DQA10101-DQB10501. The binding affinity (normalized) is 0.188. (3) The peptide sequence is TQTMKGVERLAVMGD. The MHC is DRB1_1101 with pseudo-sequence DRB1_1101. The binding affinity (normalized) is 0.589. (4) The peptide sequence is SQDLELSDNLNGLQAY. The MHC is DRB1_0401 with pseudo-sequence DRB1_0401. The binding affinity (normalized) is 0.567. (5) The peptide sequence is IQYVNYWFAPGAGAA. The MHC is HLA-DPA10201-DPB10501 with pseudo-sequence HLA-DPA10201-DPB10501. The binding affinity (normalized) is 0.149. (6) The peptide sequence is EIGWEAGTAAPDEIP. The MHC is HLA-DPA10201-DPB10501 with pseudo-sequence HLA-DPA10201-DPB10501. The binding affinity (normalized) is 0.286. (7) The peptide sequence is SAVIGTLAAAMFGAV. The MHC is HLA-DPA10201-DPB10101 with pseudo-sequence HLA-DPA10201-DPB10101. The binding affinity (normalized) is 0.409. (8) The peptide sequence is HRPASVIKVLVAMAS. The MHC is HLA-DPA10103-DPB10401 with pseudo-sequence HLA-DPA10103-DPB10401. The binding affinity (normalized) is 0.368. (9) The peptide sequence is GMTGCGNTPIFKSGR. The MHC is DRB1_1001 with pseudo-sequence DRB1_1001. The binding affinity (normalized) is 0.477. (10) The peptide sequence is YDKFLANVSTVLTGL. The MHC is DRB1_0405 with pseudo-sequence DRB1_0405. The binding affinity (normalized) is 0.677.